Dataset: Full USPTO retrosynthesis dataset with 1.9M reactions from patents (1976-2016). Task: Predict the reactants needed to synthesize the given product. (1) Given the product [C:1]([N:33]1[CH2:34][CH2:35][CH2:36][CH:30]([N:26]([CH2:25][C:24]2[CH:42]=[C:43]([C:45]([F:46])([F:47])[F:48])[CH:44]=[C:22]([C:21]([F:20])([F:49])[F:50])[CH:23]=2)[C:27](=[O:29])[CH3:28])[C:31]2[CH:40]=[CH:39][C:38]([Cl:41])=[CH:37][C:32]1=2)(=[O:3])[CH3:2], predict the reactants needed to synthesize it. The reactants are: [C:1](Cl)(=[O:3])[CH3:2].CN(C1C=CC=CN=1)C.N1C=CC=CC=1.[F:20][C:21]([F:50])([F:49])[C:22]1[CH:23]=[C:24]([CH:42]=[C:43]([C:45]([F:48])([F:47])[F:46])[CH:44]=1)[CH2:25][N:26]([CH:30]1[CH2:36][CH2:35][CH2:34][NH:33][C:32]2[CH:37]=[C:38]([Cl:41])[CH:39]=[CH:40][C:31]1=2)[C:27](=[O:29])[CH3:28]. (2) Given the product [CH2:16]([O:15][C:11]1[CH:10]=[CH:9][C:8]2[N:7]3[CH2:23][CH2:24][CH2:25][NH:26][C:4](=[O:5])[C:6]3=[CH:14][C:13]=2[CH:12]=1)[C:17]1[CH:22]=[CH:21][CH:20]=[CH:19][CH:18]=1, predict the reactants needed to synthesize it. The reactants are: C(O[C:4]([C:6]1[N:7]([CH2:23][CH2:24][CH2:25][NH2:26])[C:8]2[C:13]([CH:14]=1)=[CH:12][C:11]([O:15][CH2:16][C:17]1[CH:22]=[CH:21][CH:20]=[CH:19][CH:18]=1)=[CH:10][CH:9]=2)=[O:5])C.[H-].[Na+]. (3) Given the product [CH3:12][C:13]1[CH:14]=[C:15]([NH:19][C:20]2[S:21][CH:3]=[C:4]([C:6]3[CH:7]=[N:8][CH:9]=[CH:10][CH:11]=3)[N:22]=2)[CH:16]=[CH:17][CH:18]=1, predict the reactants needed to synthesize it. The reactants are: Br.Br[CH2:3][C:4]([C:6]1[CH:7]=[N:8][CH:9]=[CH:10][CH:11]=1)=O.[CH3:12][C:13]1[CH:14]=[C:15]([NH:19][C:20]([NH2:22])=[S:21])[CH:16]=[CH:17][CH:18]=1.N. (4) Given the product [N:26]1[C:27]2[C:22](=[CH:21][CH:20]=[CH:19][C:18]=2[O:9][B:8]([C:4]2[CH:5]=[CH:6][CH:7]=[C:2]([Cl:1])[CH:3]=2)[C:10]2[CH:15]=[CH:14][C:13]([F:16])=[CH:12][CH:11]=2)[CH:23]=[CH:24][CH:25]=1, predict the reactants needed to synthesize it. The reactants are: [Cl:1][C:2]1[CH:3]=[C:4]([B:8]([C:10]2[CH:15]=[CH:14][C:13]([F:16])=[CH:12][CH:11]=2)[OH:9])[CH:5]=[CH:6][CH:7]=1.O[C:18]1[CH:19]=[CH:20][CH:21]=[C:22]2[C:27]=1[N:26]=[CH:25][CH:24]=[CH:23]2.